Binary Classification. Given a miRNA mature sequence and a target amino acid sequence, predict their likelihood of interaction. From a dataset of Experimentally validated miRNA-target interactions with 360,000+ pairs, plus equal number of negative samples. (1) The miRNA is hsa-miR-335-5p with sequence UCAAGAGCAAUAACGAAAAAUGU. The protein sequence of the target gene is MGSRHFEGIYDHVGHFGRFQRVLYFICAFQNISCGIHYLASVFMGVTPHHVCRPPGNVSQVVFHNHSNWSLEDTGALLSSGQKDYVTVQLQNGEIWELSRCSRNKRENTSSLGYEYTGSKKEFPCVDGYIYDQNTWKSTAVTQWNLVCDRKWLAMLIQPLFMFGVLLGSVTFGYFSDRLGRRVVLWATSSSMFLFGIAAAFAVDYYTFMAARFFLAMVASGYLVVGFVYVMEFIGMKSRTWASVHLHSFFAVGTLLVALTGYLVRTWWLYQMILSTVTVPFILCCWVLPETPFWLLSEGR.... Result: 1 (interaction). (2) The miRNA is mmu-miR-3967 with sequence AGCUUGUCUGACUGAUGUUG. The protein sequence of the target gene is MAKGRVADRSPTEMLHSTPAGDRAVRTQGSAAPGSKDHLNEKPCAEAGSARTSLLILVSIFSCAAFVMFLVYKNFPQLSEEERVNMKVPRDMDDAKALGKVLSKYKDTFYVQVLVAYFATYIFLQTFAIPGSIFLSILSGFLYPFPLALFLVCLCSGLGASFCYMLSYLVGRPVVYKYLTEKAVKWSQQVERHREHLINYIIFLRITPFLPNWFINITSPVINVPLKVFFIGTFLGVAPPSFVAIKAGTTLHQLTTAGEAVSWSSVFILMVLALLSILPAIFQKQLKQKFE. Result: 0 (no interaction). (3) The miRNA is hsa-miR-7-1-3p with sequence CAACAAAUCACAGUCUGCCAUA. The protein sequence of the target gene is MQPWLWLVFSMKLAALWSSSALIQTPSSLLVQTNHTAKMSCEVKSISKLTSIYWLRERQDPKDKYFEFLASWSSSKGVLYGESVDKKRNIILESSDSRRPFLSIMNVKPEDSDFYFCATVGSPKMVFGTGTKLTVVDVLPTTAPTKKTTLKMKKKKQCPFPHPETQKGLTCSLTTLSLLVVCILLLLAFLGVAVYFYCVRRRARIHFMKQFHK. Result: 0 (no interaction). (4) The miRNA is mmu-miR-324-3p with sequence CCACUGCCCCAGGUGCUGCU. The protein sequence of the target gene is MASLDRVKVLVLGDSGVGKSSLVHLLCHNQVLGNPSWTVGCSVDIRVHDYKEGTPEEKTYYIELWDVGGSVGSASSVKSTRAVFYNSVNGIILVHDLTNKKSSQNLYRWSLEVLNRDAVPTGVLVTNGDYDREQFADNQIPLLVIGTKLDQIHETKRHEVLIRTAFLAEDFNAEEINLDCTNPRSSAAGSSNAVKLSRFFDKVIEKRYFFREGNQIPGFSDRKRFGGGALKNFHCD. Result: 1 (interaction). (5) The miRNA is hsa-miR-6784-3p with sequence UCUCACCCCAACUCUGCCCCAG. The protein sequence of the target gene is MADFLPSRSVLSVCFPGCVLTNGEAEQQRKSKEIDKCLSREKTYVKRLVKILLLGAGESGKSTFLKQMRIIHGQDFDQRAREEFRPTIYSNVIKGMRVLVDAREKLHIPWGDNKNQLHGDKLMAFDTRAPMAAQGMVETRVFLQYLPAIRALWEDSGIQNAYDRRREFQLGESVKYFLDNLDKLGVPDYIPSQQDILLARRPTKGIHEYDFEIKNVPFKMVDVGGQRSERKRWFECFDSVTSILFLVSSSEFDQVLMEDRQTNRLTESLNIFETIVNNRVFSNVSIILFLNKTDLLEEKV.... Result: 0 (no interaction). (6) The protein sequence of the target gene is MAVQVLRQMVYFLLSLFSLVQGAHSGSPREDFRFCGQRNQTQQSTLHYDQSSEPHIFVWNTEETLTIRAPFLAAPDIPRFFPEPRGLYHFCLYWSRHTGRLHLRYGKHDYLLSSQASRLLCFQKQEQSLKQGAPLIATSVSSWQIPQNTSLPGAPSFIFSFHNAPHKVSHNASVDMCDLKKELQQLSRYLQHPQKAAKRPTAAFISQQLQSLESKLTSVSFLGDTLSFEEDRVNATVWKLPPTAGLEDLHIHSQKEEEQSEVQAYSLLLPRAVFQQTRGRRRDDAKRLLVVDFSSQALFQ.... The miRNA is mmu-miR-34b-5p with sequence AGGCAGUGUAAUUAGCUGAUUGU. Result: 1 (interaction). (7) The miRNA is hsa-miR-1262 with sequence AUGGGUGAAUUUGUAGAAGGAU. The protein sequence of the target gene is MDTESNRRANLALPQEPSSVPAFEVLEISPQEVSSGRLLKSASSPPLHTWLTVLKKEQEFLGVTQILTAMICLCFGTVVCSVLDISHIEGDIFSSFKAGYPFWGAIFFSISGMLSIISERRNATYLVRGSLGANTASSIAGGTGITILIINLKKSLAYIHIHSCQKFFETKCFMASFSTEIVVMMLFLTILGLGSAVSLTICGAGEELKGNKVPEDRVYEELNIYSATYSELEDPGEMSPPIDL. Result: 0 (no interaction). (8) The miRNA is rno-miR-200c-5p with sequence CGUCUUACCCAGCAGUGUUUG. The protein sequence of the target gene is MQRAVPEGFGRRKLGSDMGNAERAPGSRSFGPVPTLLLLAAALLAVSDALGRPSEEDEELVVPELERAPGHGTTRLRLHAFDQQLDLELRPDSSFLAPGFTLQNVGRKSGSETPLPETDLAHCFYSGTVNGDPSSAAALSLCEGVRGAFYLLGEAYFIQPLPAASERLATAAPGEKPPAPLQFHLLRRNRQGDVGGTCGVVDDEPRPTGKAETEDEDEGTEGEDEGAQWSPQDPALQGVGQPTGTGSIRKKRFVSSHRYVETMLVADQSMAEFHGSGLKHYLLTLFSVAARLYKHPSIRN.... Result: 0 (no interaction).